Dataset: Reaction yield outcomes from USPTO patents with 853,638 reactions. Task: Predict the reaction yield, written as a fraction of the theoretical maximum amount of product (1.0 means a 100% yield; for example, 0.34 means a 34% yield). (1) The reactants are [CH:1]([C:3]1[CH:12]=[CH:11][C:10]2[C:5](=[CH:6][CH:7]=[CH:8][CH:9]=2)[N:4]=1)=[CH2:2].[Br:13][C:14]1[C:15]2[N:16]([C:20](=[O:23])[NH:21][N:22]=2)[CH:17]=[CH:18][CH:19]=1.[OH-].[K+]. The catalyst is CN1C(=O)CCC1.C(Cl)Cl. The product is [Br:13][C:14]1[C:15]2[N:16]([C:20](=[O:23])[N:21]([CH2:2][CH2:1][C:3]3[CH:12]=[CH:11][C:10]4[C:5](=[CH:6][CH:7]=[CH:8][CH:9]=4)[N:4]=3)[N:22]=2)[CH:17]=[CH:18][CH:19]=1. The yield is 0.520. (2) The reactants are C([O:4][C:5]1[C:6]([CH:19]([CH3:21])[CH3:20])=[CH:7][C:8]2[O:12][C:11]([CH3:14])([CH3:13])[CH2:10][C:9]=2[C:15]=1[CH:16]([CH3:18])[CH3:17])(=O)C.[H-].[Al+3].[Li+].[H-].[H-].[H-]. The catalyst is O1CCCC1. The product is [OH:4][C:5]1[C:6]([CH:19]([CH3:21])[CH3:20])=[CH:7][C:8]2[O:12][C:11]([CH3:13])([CH3:14])[CH2:10][C:9]=2[C:15]=1[CH:16]([CH3:17])[CH3:18]. The yield is 0.640. (3) The reactants are [NH2:1][C:2]1[N:3]([C:8]2[C:17]3[C:12](=[CH:13][CH:14]=[CH:15][CH:16]=3)[C:11]([CH:18]3[CH2:20][CH2:19]3)=[CH:10][CH:9]=2)[C:4]([SH:7])=[N:5][N:6]=1.C([O-])([O-])=O.[K+].[K+].Cl[CH2:28][C:29]([NH:31][C:32]1[CH:37]=[CH:36][C:35]([S:38](=[O:41])(=[O:40])[NH2:39])=[CH:34][C:33]=1[Cl:42])=[O:30]. The catalyst is CN(C=O)C. The product is [NH2:1][C:2]1[N:3]([C:8]2[C:17]3[C:12](=[CH:13][CH:14]=[CH:15][CH:16]=3)[C:11]([CH:18]3[CH2:20][CH2:19]3)=[CH:10][CH:9]=2)[C:4]([S:7][CH2:28][C:29]([NH:31][C:32]2[CH:37]=[CH:36][C:35]([S:38](=[O:41])(=[O:40])[NH2:39])=[CH:34][C:33]=2[Cl:42])=[O:30])=[N:5][N:6]=1. The yield is 0.950. (4) The reactants are [S:1]1[C:5]([C:6]2[C:7]([O:16][CH3:17])=[CH:8][C:9]([O:14][CH3:15])=[C:10]([CH:13]=2)[CH:11]=O)=[CH:4][C:3]2[CH:18]=[CH:19][CH:20]=[CH:21][C:2]1=2.[C:22]([C:25]1[CH:33]=[CH:32][C:28]([C:29]([OH:31])=[O:30])=[CH:27][CH:26]=1)(=[O:24])[CH3:23].CO.O(C)[Li]. The catalyst is CCCCCCC.O.CN(C=O)C. The product is [S:1]1[C:5]([C:6]2[C:7]([O:16][CH3:17])=[CH:8][C:9]([O:14][CH3:15])=[C:10](/[CH:11]=[CH:23]/[C:22]([C:25]3[CH:33]=[CH:32][C:28]([C:29]([OH:31])=[O:30])=[CH:27][CH:26]=3)=[O:24])[CH:13]=2)=[CH:4][C:3]2[CH:18]=[CH:19][CH:20]=[CH:21][C:2]1=2. The yield is 0.870. (5) The reactants are [Br:1][C:2]1[CH:3]=[C:4]([CH2:8][CH2:9][OH:10])[CH:5]=[CH:6][CH:7]=1.CC(OI1(OC(C)=O)(OC(C)=O)OC(=O)C2C=CC=CC1=2)=O. The catalyst is C(Cl)Cl. The product is [Br:1][C:2]1[CH:3]=[C:4]([CH2:8][CH:9]=[O:10])[CH:5]=[CH:6][CH:7]=1. The yield is 0.550.